Dataset: Peptide-MHC class I binding affinity with 185,985 pairs from IEDB/IMGT. Task: Regression. Given a peptide amino acid sequence and an MHC pseudo amino acid sequence, predict their binding affinity value. This is MHC class I binding data. (1) The peptide sequence is NTTSKMLLNR. The MHC is HLA-A68:01 with pseudo-sequence HLA-A68:01. The binding affinity (normalized) is 0.520. (2) The peptide sequence is YGQMPRQTGG. The MHC is HLA-B27:05 with pseudo-sequence HLA-B27:05. The binding affinity (normalized) is 0. (3) The binding affinity (normalized) is 0. The peptide sequence is GAPLGGAA. The MHC is Mamu-A01 with pseudo-sequence Mamu-A01. (4) The peptide sequence is GLLSSKFKA. The MHC is HLA-B39:01 with pseudo-sequence HLA-B39:01. The binding affinity (normalized) is 0.213. (5) The peptide sequence is FPVTPQVPL. The MHC is HLA-B58:01 with pseudo-sequence HLA-B58:01. The binding affinity (normalized) is 0.0584. (6) The MHC is HLA-A02:16 with pseudo-sequence HLA-A02:16. The peptide sequence is FWAWSVLRV. The binding affinity (normalized) is 0.0847.